This data is from Peptide-MHC class I binding affinity with 185,985 pairs from IEDB/IMGT. The task is: Regression. Given a peptide amino acid sequence and an MHC pseudo amino acid sequence, predict their binding affinity value. This is MHC class I binding data. (1) The peptide sequence is RANNNRLPK. The MHC is HLA-A30:01 with pseudo-sequence HLA-A30:01. The binding affinity (normalized) is 1.00. (2) The peptide sequence is SLTDRELLL. The MHC is HLA-B15:01 with pseudo-sequence HLA-B15:01. The binding affinity (normalized) is 0.0847. (3) The peptide sequence is NISGYNFS. The MHC is H-2-Kb with pseudo-sequence H-2-Kb. The binding affinity (normalized) is 0.268. (4) The peptide sequence is WGKEAVNHF. The MHC is HLA-B18:01 with pseudo-sequence HLA-B18:01. The binding affinity (normalized) is 0.0847. (5) The peptide sequence is DMYFCHFYK. The binding affinity (normalized) is 0.0847. The MHC is HLA-B39:01 with pseudo-sequence HLA-B39:01. (6) The MHC is Mamu-A02 with pseudo-sequence Mamu-A02. The peptide sequence is QLLALADRIY. The binding affinity (normalized) is 0. (7) The binding affinity (normalized) is 0.0847. The MHC is HLA-B18:01 with pseudo-sequence HLA-B18:01. The peptide sequence is RYTRRISLF. (8) The peptide sequence is YLMPYSVYI. The MHC is HLA-A69:01 with pseudo-sequence HLA-A69:01. The binding affinity (normalized) is 1.00.